From a dataset of Peptide-MHC class II binding affinity with 134,281 pairs from IEDB. Regression. Given a peptide amino acid sequence and an MHC pseudo amino acid sequence, predict their binding affinity value. This is MHC class II binding data. (1) The peptide sequence is LSELPDFLAKKGGEA. The MHC is DRB5_0101 with pseudo-sequence DRB5_0101. The binding affinity (normalized) is 0.396. (2) The peptide sequence is DQTDFEMIYDLHRVV. The MHC is DRB1_0101 with pseudo-sequence DRB1_0101. The binding affinity (normalized) is 0.781. (3) The peptide sequence is QEIDPLSYNYIPVNSN. The MHC is DRB1_1101 with pseudo-sequence DRB1_1101. The binding affinity (normalized) is 0.222. (4) The binding affinity (normalized) is 0. The peptide sequence is ETDKGPLDKEAIEER. The MHC is DRB1_0301 with pseudo-sequence DRB1_0301. (5) The peptide sequence is GGTVIRNPLSRNSTH. The MHC is DRB1_0801 with pseudo-sequence DRB1_0801. The binding affinity (normalized) is 0.452.